Dataset: Full USPTO retrosynthesis dataset with 1.9M reactions from patents (1976-2016). Task: Predict the reactants needed to synthesize the given product. (1) Given the product [NH2:1][C:2]1[C:3]2[C:10]([I:11])=[CH:9][N:8]([CH:12]3[CH2:15][C:14]([CH2:17][NH2:18])([OH:16])[CH2:13]3)[C:4]=2[N:5]=[CH:6][N:7]=1, predict the reactants needed to synthesize it. The reactants are: [NH2:1][C:2]1[C:3]2[C:10]([I:11])=[CH:9][N:8]([CH:12]3[CH2:15][C:14]([CH2:17][N:18]=[N+]=[N-])([OH:16])[CH2:13]3)[C:4]=2[N:5]=[CH:6][N:7]=1.C1(P(C2C=CC=CC=2)C2C=CC=CC=2)C=CC=CC=1.[OH-].[NH4+].C1COCC1. (2) Given the product [CH3:3][C@@H:4]([CH2:16][CH2:17][CH:18]=[C:19]([CH3:20])[CH3:21])[CH2:5][CH2:6][O:7][C:8]1[CH:9]=[CH:10][C:11]([CH2:14][NH2:15])=[CH:12][CH:13]=1, predict the reactants needed to synthesize it. The reactants are: [BH4-].[Na+].[CH3:3][C@@H:4]([CH2:16][CH2:17][CH:18]=[C:19]([CH3:21])[CH3:20])[CH2:5][CH2:6][O:7][C:8]1[CH:13]=[CH:12][C:11]([C:14]#[N:15])=[CH:10][CH:9]=1. (3) Given the product [CH3:34][O:35][C:36]1[CH:37]=[C:38]([C:42]([N:44]=[C:45]=[S:46])=[O:43])[CH:39]=[CH:40][CH:41]=1.[CH3:12][O:13][C:14]1[CH:15]=[C:16]2[C:21](=[CH:22][C:23]=1[O:24][CH3:25])[N:20]=[CH:19][CH:18]=[C:17]2[O:26][C:27]1[CH:33]=[CH:32][C:30]([NH:31][C:45]([NH:44][C:42](=[O:43])[C:38]2[CH:39]=[CH:40][CH:41]=[C:36]([O:35][CH3:34])[CH:37]=2)=[S:46])=[CH:29][CH:28]=1, predict the reactants needed to synthesize it. The reactants are: COC1C=C(C(Cl)=O)C=CC=1.[CH3:12][O:13][C:14]1[CH:15]=[C:16]2[C:21](=[CH:22][C:23]=1[O:24][CH3:25])[N:20]=[CH:19][CH:18]=[C:17]2[O:26][C:27]1[CH:33]=[CH:32][C:30]([NH2:31])=[CH:29][CH:28]=1.[CH3:34][O:35][C:36]1[CH:37]=[C:38]([C:42]([N:44]=[C:45]=[S:46])=[O:43])[CH:39]=[CH:40][CH:41]=1.